From a dataset of Catalyst prediction with 721,799 reactions and 888 catalyst types from USPTO. Predict which catalyst facilitates the given reaction. (1) Reactant: [CH3:1][O:2][C:3](=[O:22])[C:4]([C:7]1[N:8]=[C:9](Cl)[C:10]2[N:11]([C:13](=[O:20])[N:14]([C:16]([CH3:19])([CH3:18])[CH3:17])[N:15]=2)[CH:12]=1)([CH3:6])[CH3:5].[CH:23]([NH2:26])([CH3:25])[CH3:24]. Product: [CH3:1][O:2][C:3](=[O:22])[C:4]([C:7]1[N:8]=[C:9]([NH:26][CH:23]([CH3:25])[CH3:24])[C:10]2[N:11]([C:13](=[O:20])[N:14]([C:16]([CH3:19])([CH3:18])[CH3:17])[N:15]=2)[CH:12]=1)([CH3:6])[CH3:5]. The catalyst class is: 20. (2) Reactant: C1(C(C2C=CC=CC=2)=[N:8][NH:9][C:10]2[N:15]=[C:14]([CH3:16])[C:13]([O:17][C:18]3[CH:23]=[CH:22][N:21]=[C:20]([C:24]4[CH:25]=[N:26][N:27]([CH3:29])[CH:28]=4)[CH:19]=3)=[CH:12][CH:11]=2)C=CC=CC=1.Cl. Product: [NH:9]([C:10]1[N:15]=[C:14]([CH3:16])[C:13]([O:17][C:18]2[CH:23]=[CH:22][N:21]=[C:20]([C:24]3[CH:25]=[N:26][N:27]([CH3:29])[CH:28]=3)[CH:19]=2)=[CH:12][CH:11]=1)[NH2:8]. The catalyst class is: 11. (3) Reactant: OCCC[C:5]1[CH:10]=[CH:9][CH:8]=[CH:7][C:6]=1[N:11]1[C:35](=[O:36])[C:14]2=[CH:15][N:16]([CH2:23][C:24]3[CH:29]=[CH:28][C:27]([N:30]4[CH:34]=[CH:33][CH:32]=[N:31]4)=[CH:26][CH:25]=3)[C:17]3[CH:18]=[CH:19][CH:20]=[CH:21][C:22]=3[C:13]2=[N:12]1.CC(OI1(OC(C)=O)(OC(C)=O)O[C:48](=[O:49])[C:47]2C1=CC=C[CH:46]=2)=O.C(=O)(O)[O-].[Na+].O.S([O-])([O-])(=O)=S.[Na+].[Na+]. Product: [C:48]([C:5]1[CH:10]=[CH:9][CH:8]=[CH:7][C:6]=1[N:11]1[C:35](=[O:36])[C:14]2=[CH:15][N:16]([CH2:23][C:24]3[CH:29]=[CH:28][C:27]([N:30]4[CH:34]=[CH:33][CH:32]=[N:31]4)=[CH:26][CH:25]=3)[C:17]3[CH:18]=[CH:19][CH:20]=[CH:21][C:22]=3[C:13]2=[N:12]1)(=[O:49])[CH2:47][CH3:46]. The catalyst class is: 4. (4) Reactant: C(=O)([O-])[O-].[Cs+].[Cs+].[S:7]1[C:11]2[CH:12]=[CH:13][CH:14]=[CH:15][C:10]=2[N:9]=[C:8]1[NH:16][C:17]1[CH:22]=[CH:21][C:20]([OH:23])=[CH:19][CH:18]=1.F[C:25]1[C:30]([CH:31]2[CH2:35][CH2:34][C:33]([CH3:37])([OH:36])[CH2:32]2)=[CH:29][CH:28]=[CH:27][N:26]=1. Product: [S:7]1[C:11]2[CH:12]=[CH:13][CH:14]=[CH:15][C:10]=2[N:9]=[C:8]1[NH:16][C:17]1[CH:22]=[CH:21][C:20]([O:23][C:25]2[C:30]([CH:31]3[CH2:35][CH2:34][C:33]([CH3:37])([OH:36])[CH2:32]3)=[CH:29][CH:28]=[CH:27][N:26]=2)=[CH:19][CH:18]=1. The catalyst class is: 179.